Dataset: hERG Central: cardiac toxicity at 1µM, 10µM, and general inhibition. Task: Predict hERG channel inhibition at various concentrations. (1) The compound is O=C(NCCCn1ccnc1)/C(=C/c1cccs1)NC(=O)c1ccco1. Results: hERG_inhib (hERG inhibition (general)): blocker. (2) The molecule is COc1cccc(C(=O)Nc2cc([N+](=O)[O-])ccc2N2CCN(C)CC2)c1. Results: hERG_inhib (hERG inhibition (general)): blocker. (3) The molecule is CCN(CC)CCNC(=O)CCc1c(C)nc2c(c(C)nn2-c2ccc(C)c(C)c2)c1C. Results: hERG_inhib (hERG inhibition (general)): blocker. (4) The compound is O=c1c(C=NCCN2CCNCC2)c(-c2ccccc2)[nH]n1-c1ccc([N+](=O)[O-])cc1. Results: hERG_inhib (hERG inhibition (general)): blocker. (5) The compound is CCN(CC)CCn1c(NCc2ccco2)nc2ccccc21.Cl. Results: hERG_inhib (hERG inhibition (general)): blocker. (6) The molecule is C/C(=N/NC(=O)c1ccc(Br)o1)c1cccc(NC(=O)c2ccc(F)cc2)c1. Results: hERG_inhib (hERG inhibition (general)): blocker.